This data is from Full USPTO retrosynthesis dataset with 1.9M reactions from patents (1976-2016). The task is: Predict the reactants needed to synthesize the given product. (1) Given the product [C:32]1([CH:7]([C:1]2[CH:2]=[CH:3][CH:4]=[CH:5][CH:6]=2)[N:8]2[C:16]3[C:11](=[CH:12][CH:13]=[CH:14][CH:15]=3)[C:10]3([CH2:17][O:18][C:20]4[CH:21]=[C:22]5[C:23](=[CH:29][C:19]3=4)[C:24]([CH3:27])([CH3:28])[CH2:25][O:26]5)[C:9]2=[O:31])[CH:37]=[CH:36][CH:35]=[CH:34][CH:33]=1, predict the reactants needed to synthesize it. The reactants are: [C:1]1([CH:7]([C:32]2[CH:37]=[CH:36][CH:35]=[CH:34][CH:33]=2)[N:8]2[C:16]3[C:11](=[CH:12][CH:13]=[CH:14][CH:15]=3)[C:10]([C:19]3[C:20](O)=[CH:21][C:22]4[O:26][CH2:25][C:24]([CH3:28])([CH3:27])[C:23]=4[CH:29]=3)([CH2:17][OH:18])[C:9]2=[O:31])[CH:6]=[CH:5][CH:4]=[CH:3][CH:2]=1.C1(CCN2C3C(=CC=CC=3)C(C3C(O)=CC4OCOC=4C=3)(CO)C2=O)CC1. (2) Given the product [CH:16]([CH:29]1[N:34]([CH2:2][CH2:3][CH2:4][NH:5][C:6]([O:7][CH2:8][C:9]2[CH:14]=[CH:13][CH:12]=[CH:11][CH:10]=2)=[O:15])[C@@H:33]([C:35]([O:37][CH3:38])=[O:36])[CH2:32][N:31]([CH2:39][C:40]2[CH:45]=[CH:44][CH:43]=[CH:42][C:41]=2[O:46][CH3:47])[CH2:30]1)([C:23]1[CH:24]=[CH:25][CH:26]=[CH:27][CH:28]=1)[C:17]1[CH:22]=[CH:21][CH:20]=[CH:19][CH:18]=1, predict the reactants needed to synthesize it. The reactants are: O=[CH:2][CH2:3][CH2:4][NH:5][C:6](=[O:15])[O:7][CH2:8][C:9]1[CH:14]=[CH:13][CH:12]=[CH:11][CH:10]=1.[CH:16]([CH:29]1[NH:34][C@@H:33]([C:35]([O:37][CH3:38])=[O:36])[CH2:32][N:31]([CH2:39][C:40]2[CH:45]=[CH:44][CH:43]=[CH:42][C:41]=2[O:46][CH3:47])[CH2:30]1)([C:23]1[CH:28]=[CH:27][CH:26]=[CH:25][CH:24]=1)[C:17]1[CH:22]=[CH:21][CH:20]=[CH:19][CH:18]=1.C(O[BH-](OC(=O)C)OC(=O)C)(=O)C.[Na+].